Dataset: Retrosynthesis with 50K atom-mapped reactions and 10 reaction types from USPTO. Task: Predict the reactants needed to synthesize the given product. (1) Given the product CC(C)OC(=O)N1CCC(ON=C2CCN(c3cc(F)c(C(C)O)cc3F)CC2)CC1, predict the reactants needed to synthesize it. The reactants are: CC(=O)c1cc(F)c(N2CCC(=NOC3CCN(C(=O)OC(C)C)CC3)CC2)cc1F. (2) Given the product CC(C)(C)C(=O)Nc1ccccc1SCc1cc(Cl)cc2c1OCOC2, predict the reactants needed to synthesize it. The reactants are: CC(C)(C)C(=O)Cl.Nc1ccccc1SCc1cc(Cl)cc2c1OCOC2. (3) The reactants are: COC(=O)Nc1ccc(O)cc1C.ClCc1nc2ccccc2s1. Given the product COC(=O)Nc1ccc(OCc2nc3ccccc3s2)cc1C, predict the reactants needed to synthesize it. (4) Given the product OCCc1cc(F)c(F)nc1F, predict the reactants needed to synthesize it. The reactants are: OC(O)Cc1cc(F)c(F)nc1F. (5) Given the product NCCCCCn1ccnc1, predict the reactants needed to synthesize it. The reactants are: O=C1c2ccccc2C(=O)N1CCCCCn1ccnc1. (6) Given the product COc1cc(C(C)NC(=O)c2ccnc(N)n2)cnc1OCC(F)(F)F, predict the reactants needed to synthesize it. The reactants are: COc1cc(C(C)N)cnc1OCC(F)(F)F.Nc1nccc(C(=O)O)n1.